From a dataset of Reaction yield outcomes from USPTO patents with 853,638 reactions. Predict the reaction yield, written as a fraction of the theoretical maximum amount of product (1.0 means a 100% yield; for example, 0.34 means a 34% yield). (1) The reactants are CO[C:3]([C:5]1[C:9]2=[N:10][C:11]([C:27]3[CH:32]=[CH:31][C:30]([F:33])=[CH:29][CH:28]=3)=[C:12]([C:21]3[CH:26]=[CH:25][N:24]=[CH:23][CH:22]=3)[C:13]([C:14]3[CH:19]=[CH:18][C:17]([F:20])=[CH:16][CH:15]=3)=[C:8]2[NH:7][N:6]=1)=[O:4].O.[NH2:35][CH2:36][CH2:37][OH:38]. No catalyst specified. The product is [OH:38][CH2:37][CH2:36][NH:35][C:3]([C:5]1[C:9]2=[N:10][C:11]([C:27]3[CH:32]=[CH:31][C:30]([F:33])=[CH:29][CH:28]=3)=[C:12]([C:21]3[CH:26]=[CH:25][N:24]=[CH:23][CH:22]=3)[C:13]([C:14]3[CH:15]=[CH:16][C:17]([F:20])=[CH:18][CH:19]=3)=[C:8]2[NH:7][N:6]=1)=[O:4]. The yield is 0.400. (2) The reactants are [NH2:1][C:2]1[C:7](=[O:8])[CH:6]=[CH:5][N:4]([C:9]2[CH:14]=[CH:13][CH:12]=[C:11]([C:15]([F:18])([F:17])[F:16])[CH:10]=2)[N:3]=1.[CH:19]([CH:21]=O)=O.[CH:23](=O)[C:24]1[CH:29]=[CH:28][CH:27]=[CH:26][CH:25]=1.[NH4+:31].[Cl-].OP(O)(O)=O. The catalyst is CO.O. The product is [C:24]1([C:23]2[N:1]([C:2]3[C:7](=[O:8])[CH:6]=[CH:5][N:4]([C:9]4[CH:14]=[CH:13][CH:12]=[C:11]([C:15]([F:16])([F:18])[F:17])[CH:10]=4)[N:3]=3)[CH:19]=[CH:21][N:31]=2)[CH:29]=[CH:28][CH:27]=[CH:26][CH:25]=1. The yield is 0.0300.